This data is from Peptide-MHC class II binding affinity with 134,281 pairs from IEDB. The task is: Regression. Given a peptide amino acid sequence and an MHC pseudo amino acid sequence, predict their binding affinity value. This is MHC class II binding data. The peptide sequence is LGASPYKLGPSPKAR. The MHC is HLA-DQA10301-DQB10302 with pseudo-sequence HLA-DQA10301-DQB10302. The binding affinity (normalized) is 0.0816.